This data is from Peptide-MHC class II binding affinity with 134,281 pairs from IEDB. The task is: Regression. Given a peptide amino acid sequence and an MHC pseudo amino acid sequence, predict their binding affinity value. This is MHC class II binding data. (1) The peptide sequence is EGRKVAIKGPLRISA. The MHC is DRB3_0301 with pseudo-sequence DRB3_0301. The binding affinity (normalized) is 0.583. (2) The peptide sequence is EALIHQLKINPYVLS. The MHC is DRB1_1001 with pseudo-sequence DRB1_1001. The binding affinity (normalized) is 0.414. (3) The peptide sequence is AFKIAATAANAAPTN. The MHC is HLA-DPA10301-DPB10402 with pseudo-sequence HLA-DPA10301-DPB10402. The binding affinity (normalized) is 0.146. (4) The peptide sequence is EKKYFAATKFEPLAA. The MHC is HLA-DPA10201-DPB11401 with pseudo-sequence HLA-DPA10201-DPB11401. The binding affinity (normalized) is 0.820. (5) The binding affinity (normalized) is 0.787. The peptide sequence is VLEKLELLQRRFGGT. The MHC is DRB1_0301 with pseudo-sequence DRB1_0301. (6) The MHC is HLA-DQA10201-DQB10202 with pseudo-sequence HLA-DQA10201-DQB10202. The peptide sequence is QKLIEDVNASFRAAM. The binding affinity (normalized) is 0.191. (7) The peptide sequence is AGYLVGRKPLAFFSW. The MHC is DRB1_0405 with pseudo-sequence DRB1_0405. The binding affinity (normalized) is 0.322. (8) The peptide sequence is MNEPTAAAIAYGLDR. The MHC is HLA-DQA10501-DQB10301 with pseudo-sequence HLA-DQA10501-DQB10301. The binding affinity (normalized) is 0.621.